From a dataset of Full USPTO retrosynthesis dataset with 1.9M reactions from patents (1976-2016). Predict the reactants needed to synthesize the given product. (1) Given the product [Cl:10][C:11]1[CH:17]=[CH:16][C:15]([N+:18]([O-:20])=[O:19])=[CH:14][C:12]=1[NH:13][C:7]1[CH2:6][CH2:5][CH2:4][C:3](=[O:9])[C:2]=1[CH3:1], predict the reactants needed to synthesize it. The reactants are: [CH3:1][CH:2]1[C:7](=O)[CH2:6][CH2:5][CH2:4][C:3]1=[O:9].[Cl:10][C:11]1[CH:17]=[CH:16][C:15]([N+:18]([O-:20])=[O:19])=[CH:14][C:12]=1[NH2:13]. (2) Given the product [NH2:1][CH:4]([CH2:18][C:19]1[CH:24]=[CH:23][CH:22]=[CH:21][CH:20]=1)[CH2:5][CH2:6][CH2:7][C:8]1[CH:17]=[CH:16][CH:15]=[CH:14][C:9]=1[C:10]([O:12][CH3:13])=[O:11], predict the reactants needed to synthesize it. The reactants are: [N:1]([CH:4]([CH2:18][C:19]1[CH:24]=[CH:23][CH:22]=[CH:21][CH:20]=1)[CH2:5][CH2:6][CH2:7][C:8]1[CH:17]=[CH:16][CH:15]=[CH:14][C:9]=1[C:10]([O:12][CH3:13])=[O:11])=[N+]=[N-]. (3) Given the product [CH3:51][CH:50]([O:36][C:35](=[O:37])[C:34]1[CH:38]=[CH:39][C:31]([NH:30][C:28]([C@H:9]2[C@H:8]([C:4]3[CH:5]=[CH:6][CH:7]=[C:2]([Cl:1])[C:3]=3[F:42])[C@:12]([C:15]3[CH:20]=[CH:19][C:18]([Cl:21])=[CH:17][C:16]=3[F:22])([C:13]#[N:14])[C@H:11]([CH2:23][C:24]([CH3:26])([CH3:27])[CH3:25])[NH:10]2)=[O:29])=[C:32]([O:40][CH3:41])[CH:33]=1)[CH2:49][N:46]1[CH2:47][CH2:48][O:43][CH2:44][CH2:45]1, predict the reactants needed to synthesize it. The reactants are: [Cl:1][C:2]1[C:3]([F:42])=[C:4]([C@@H:8]2[C@:12]([C:15]3[CH:20]=[CH:19][C:18]([Cl:21])=[CH:17][C:16]=3[F:22])([C:13]#[N:14])[C@H:11]([CH2:23][C:24]([CH3:27])([CH3:26])[CH3:25])[NH:10][C@H:9]2[C:28]([NH:30][C:31]2[CH:39]=[CH:38][C:34]([C:35]([OH:37])=[O:36])=[CH:33][C:32]=2[O:40][CH3:41])=[O:29])[CH:5]=[CH:6][CH:7]=1.[O:43]1[CH2:48][CH2:47][N:46]([CH2:49][CH:50](O)[CH3:51])[CH2:45][CH2:44]1. (4) The reactants are: Br[CH2:2][CH2:3][C:4]([NH:6][C:7]1[S:8][C:9]([C:13]2[CH:18]=[CH:17][N:16]=[C:15]([NH:19][C:20]3[CH:25]=[CH:24][C:23]([Cl:26])=[CH:22][CH:21]=3)[N:14]=2)=[C:10]([CH3:12])[N:11]=1)=[O:5].[CH2:27]([N:29]([CH2:33][CH3:34])[CH2:30][CH2:31][NH2:32])[CH3:28]. Given the product [Cl:26][C:23]1[CH:24]=[CH:25][C:20]([NH:19][C:15]2[N:14]=[C:13]([C:9]3[S:8][C:7]([NH:6][C:4](=[O:5])[CH2:3][CH2:2][NH:32][CH2:31][CH2:30][N:29]([CH2:33][CH3:34])[CH2:27][CH3:28])=[N:11][C:10]=3[CH3:12])[CH:18]=[CH:17][N:16]=2)=[CH:21][CH:22]=1, predict the reactants needed to synthesize it.